Dataset: Full USPTO retrosynthesis dataset with 1.9M reactions from patents (1976-2016). Task: Predict the reactants needed to synthesize the given product. (1) The reactants are: ClC(OCC)=O.[CH2:7]1[C:15]2[C:10](=[CH:11][CH:12]=[CH:13][CH:14]=2)[CH2:9][CH:8]1[CH2:16]C(O)=O.C([N:22](CC)CC)C.[N-]=[N+]=[N-].[Na+]. Given the product [CH2:7]1[C:15]2[C:10](=[CH:11][CH:12]=[CH:13][CH:14]=2)[CH2:9][CH:8]1[CH2:16][NH2:22], predict the reactants needed to synthesize it. (2) Given the product [Br:10][CH2:11][CH2:12][O:9][C:3]1[CH:4]=[CH:5][C:6]([I:8])=[CH:7][C:2]=1[CH3:1], predict the reactants needed to synthesize it. The reactants are: [CH3:1][C:2]1[CH:7]=[C:6]([I:8])[CH:5]=[CH:4][C:3]=1[OH:9].[Br:10][CH2:11][CH2:12]Br.[OH-].[Na+].C(O)C. (3) Given the product [CH3:28][CH:9]1[NH:8][CH:17]([C:18]2[CH:23]=[CH:22][C:21]([C:24]([F:27])([F:25])[F:26])=[CH:20][CH:19]=2)[C:16]2[N:15]=[CH:14][CH:13]=[CH:12][C:11]=2[CH2:10]1, predict the reactants needed to synthesize it. The reactants are: C([N:8]1[CH:17]([C:18]2[CH:23]=[CH:22][C:21]([C:24]([F:27])([F:26])[F:25])=[CH:20][CH:19]=2)[C:16]2[N:15]=[CH:14][CH:13]=[CH:12][C:11]=2[CH:10]=[C:9]1[CH3:28])C1C=CC=CC=1.CCO.Cl. (4) Given the product [CH3:1][C:2]1[CH:3]=[C:4]([B:15]([OH:16])[OH:14])[CH:5]=[C:6]([CH3:8])[CH:7]=1, predict the reactants needed to synthesize it. The reactants are: [CH3:1][C:2]1[CH:3]=[C:4](Br)[CH:5]=[C:6]([CH3:8])[CH:7]=1.[Mg].C([O:14][B:15](OC(C)C)[O:16]C(C)C)(C)C.S(=O)(=O)(O)O. (5) Given the product [OH:2][C:3]1[CH:11]=[CH:10][CH:9]=[C:8]2[C:4]=1[CH:5]=[C:6]([C:13]([OH:15])=[O:14])[N:7]2[CH3:12], predict the reactants needed to synthesize it. The reactants are: C[O:2][C:3]1[CH:11]=[CH:10][CH:9]=[C:8]2[C:4]=1[CH:5]=[C:6]([C:13]([OH:15])=[O:14])[N:7]2[CH3:12].B(Br)(Br)Br.[OH-].[Na+].